From a dataset of Rat liver microsome stability data. Regression/Classification. Given a drug SMILES string, predict its absorption, distribution, metabolism, or excretion properties. Task type varies by dataset: regression for continuous measurements (e.g., permeability, clearance, half-life) or binary classification for categorical outcomes (e.g., BBB penetration, CYP inhibition). Dataset: rlm. (1) The result is 1 (stable in rat liver microsomes). The compound is Cc1cc(-c2nnc3n2CCCCC3)c(C)n1-c1ccc(Br)cc1. (2) The molecule is O=C(CCCc1ccc(F)cc1)N[C@@H](Cc1c[nH]c2ccccc12)C(=O)Nc1ccncc1. The result is 1 (stable in rat liver microsomes).